From a dataset of Full USPTO retrosynthesis dataset with 1.9M reactions from patents (1976-2016). Predict the reactants needed to synthesize the given product. Given the product [OH:8][CH2:9][CH2:10][O:11][CH2:12][C:13]([NH:16][C:17](=[O:23])[O:18][C:19]([CH3:22])([CH3:21])[CH3:20])([CH3:15])[CH3:14], predict the reactants needed to synthesize it. The reactants are: C([O:8][CH2:9][CH2:10][O:11][CH2:12][C:13]([NH:16][C:17](=[O:23])[O:18][C:19]([CH3:22])([CH3:21])[CH3:20])([CH3:15])[CH3:14])C1C=CC=CC=1.